From a dataset of Forward reaction prediction with 1.9M reactions from USPTO patents (1976-2016). Predict the product of the given reaction. Given the reactants [CH:1]12[CH2:10][CH:5]3[CH2:6][CH:7]([CH2:9][CH:3]([CH2:4]3)[CH:2]1[NH:11][C:12]([C:14]1[CH:15]=[N:16][N:17]([C:20]3[CH:25]=[CH:24][CH:23]=[CH:22][CH:21]=3)[C:18]=1Cl)=[O:13])[CH2:8]2.[CH:26]([NH2:29])([CH3:28])[CH3:27], predict the reaction product. The product is: [CH:1]12[CH2:10][CH:5]3[CH2:6][CH:7]([CH2:9][CH:3]([CH2:4]3)[CH:2]1[NH:11][C:12]([C:14]1[CH:15]=[N:16][N:17]([C:20]3[CH:25]=[CH:24][CH:23]=[CH:22][CH:21]=3)[C:18]=1[NH:29][CH:26]([CH3:28])[CH3:27])=[O:13])[CH2:8]2.